Dataset: Reaction yield outcomes from USPTO patents with 853,638 reactions. Task: Predict the reaction yield, written as a fraction of the theoretical maximum amount of product (1.0 means a 100% yield; for example, 0.34 means a 34% yield). (1) The reactants are [CH3:1][O:2][C:3]1[CH:4]=[C:5]([CH:8]=[CH:9][CH:10]=1)[CH:6]=[O:7].Br[C:12]1[CH:17]=[CH:16][CH:15]=[C:14]([O:18][CH3:19])[CH:13]=1.C([Li])CCC.COC1C=C(C(C2C=CC=C(OC)C=2)=CC#N)C=C(OC)C=1. No catalyst specified. The product is [CH3:1][O:2][C:3]1[CH:4]=[C:5]([CH:6]([C:12]2[CH:17]=[CH:16][CH:15]=[C:14]([O:18][CH3:19])[CH:13]=2)[OH:7])[CH:8]=[CH:9][CH:10]=1. The yield is 1.00. (2) The catalyst is [Zn]. The reactants are [NH2:1][C:2]1[C:10]([SH:11])=[CH:9][C:5]([C:6]([OH:8])=[O:7])=[CH:4][C:3]=1[O:12][CH3:13].[CH:14](O)=O. The product is [CH3:13][O:12][C:3]1[C:2]2[N:1]=[CH:14][S:11][C:10]=2[CH:9]=[C:5]([C:6]([OH:8])=[O:7])[CH:4]=1. The yield is 0.670. (3) The reactants are [C:1]([O:5][C:6]([O:8][C:9]1[CH:17]=[CH:16][CH:15]=[CH:14][C:10]=1[C:11]([OH:13])=[O:12])=[O:7])([CH3:4])([CH3:3])[CH3:2].[C:18]1([C:24]([O:26]O)=[O:25])[CH:23]=[CH:22][CH:21]=[CH:20][CH:19]=1.C1(N=C=NC2CCCCC2)CCCCC1. The catalyst is C(OCC)C.ClCCl.C(OCC)C. The product is [C:1]([O:5][C:6]([O:8][C:9]1[CH:17]=[CH:16][CH:15]=[CH:14][C:10]=1[C:11]([O:13][O:26][C:24](=[O:25])[C:18]1[CH:23]=[CH:22][CH:21]=[CH:20][CH:19]=1)=[O:12])=[O:7])([CH3:4])([CH3:2])[CH3:3]. The yield is 0.490.